This data is from Forward reaction prediction with 1.9M reactions from USPTO patents (1976-2016). The task is: Predict the product of the given reaction. (1) Given the reactants [F:1][C:2]1[CH:7]=[CH:6][C:5]([C:8]2[S:9][C:10]([CH3:17])([CH3:16])[CH:11]([C:13]([OH:15])=O)[N:12]=2)=[CH:4][CH:3]=1.[NH2:18][C:19]1[CH:20]=[CH:21][C:22]([Cl:29])=[C:23]([C:25]([F:28])([F:27])[F:26])[CH:24]=1.CCN(C(C)C)C(C)C.C1CN([P+](Br)(N2CCCC2)N2CCCC2)CC1.F[P-](F)(F)(F)(F)F, predict the reaction product. The product is: [Cl:29][C:22]1[CH:21]=[CH:20][C:19]([NH:18][C:13]([CH:11]2[C:10]([CH3:17])([CH3:16])[S:9][C:8]([C:5]3[CH:4]=[CH:3][C:2]([F:1])=[CH:7][CH:6]=3)=[N:12]2)=[O:15])=[CH:24][C:23]=1[C:25]([F:26])([F:27])[F:28]. (2) Given the reactants [F:1][C:2]1[CH:3]=[CH:4][C:5]([N+:12]([O-:14])=[O:13])=[C:6]([S:8](Cl)(=[O:10])=[O:9])[CH:7]=1.[CH3:15][NH2:16].O1CCCC1, predict the reaction product. The product is: [F:1][C:2]1[CH:3]=[CH:4][C:5]([N+:12]([O-:14])=[O:13])=[C:6]([S:8]([NH:16][CH3:15])(=[O:10])=[O:9])[CH:7]=1.